Dataset: Peptide-MHC class II binding affinity with 134,281 pairs from IEDB. Task: Regression. Given a peptide amino acid sequence and an MHC pseudo amino acid sequence, predict their binding affinity value. This is MHC class II binding data. (1) The MHC is DRB5_0101 with pseudo-sequence DRB5_0101. The binding affinity (normalized) is 0.106. The peptide sequence is TEYQKTKLNDWDFVV. (2) The peptide sequence is EPIAAYHFDLSGIAF. The MHC is HLA-DQA10102-DQB10602 with pseudo-sequence HLA-DQA10102-DQB10602. The binding affinity (normalized) is 0.287.